From a dataset of Full USPTO retrosynthesis dataset with 1.9M reactions from patents (1976-2016). Predict the reactants needed to synthesize the given product. (1) Given the product [CH:18]([C:15]1[N:13]2[N:14]=[C:9]([CH2:3][C:1]#[N:2])[CH:10]=[CH:11][C:12]2=[N:17][N:16]=1)([CH3:20])[CH3:19], predict the reactants needed to synthesize it. The reactants are: [C:1]([CH:3]([C:9]1[CH:10]=[CH:11][C:12]2[N:13]([C:15]([CH:18]([CH3:20])[CH3:19])=[N:16][N:17]=2)[N:14]=1)C(OCC)=O)#[N:2].Cl. (2) Given the product [F:35][CH:34]([S:32][C:27]1[CH:28]=[CH:29][CH:30]=[CH:31][C:26]=1[F:25])[F:36], predict the reactants needed to synthesize it. The reactants are: [OH-].[Na+].COCCOCCN(CCOCCOC)CCOCCOC.[F:25][C:26]1[CH:31]=[CH:30][CH:29]=[CH:28][C:27]=1[SH:32].Cl[CH:34]([F:36])[F:35]. (3) Given the product [NH2:26][C:24]1[CH:23]=[CH:22][C:20]2[N:21]=[C:16]([C:7]3[C:6](=[O:31])[C:5]([CH2:4][CH2:3][C:2]([CH3:1])([CH3:33])[CH3:34])([CH3:32])[C:14]4[C:9]([C:8]=3[OH:15])=[CH:10][CH:11]=[CH:12][CH:13]=4)[N:17]=[S:18]([CH3:30])(=[O:29])[C:19]=2[CH:25]=1, predict the reactants needed to synthesize it. The reactants are: [CH3:1][C:2]([CH3:34])([CH3:33])[CH2:3][CH2:4][C:5]1([CH3:32])[C:14]2[C:9](=[CH:10][CH:11]=[CH:12][CH:13]=2)[C:8]([OH:15])=[C:7]([C:16]2[N:17]=[S:18]([CH3:30])(=[O:29])[C:19]3[CH:25]=[C:24]([N+:26]([O-])=O)[CH:23]=[CH:22][C:20]=3[N:21]=2)[C:6]1=[O:31].NN. (4) Given the product [F:12][CH:13]1[CH2:17][CH2:16][N:15]([C:2]2[N:7]=[C:6]([CH3:8])[C:5]([N+:9]([O-:11])=[O:10])=[CH:4][CH:3]=2)[CH2:14]1, predict the reactants needed to synthesize it. The reactants are: Cl[C:2]1[N:7]=[C:6]([CH3:8])[C:5]([N+:9]([O-:11])=[O:10])=[CH:4][CH:3]=1.[F:12][CH:13]1[CH2:17][CH2:16][NH:15][CH2:14]1. (5) The reactants are: [NH2:1][C:2]1[N:7]=[C:6]([CH3:8])[C:5]([CH2:9][NH:10][C:11](=[O:30])[C:12]2[CH:17]=[CH:16][N:15]=[C:14]([CH2:18][C:19]3[CH:20]=[C:21]4[C:26](=[CH:27][CH:28]=3)[N:25]=[CH:24][C:23]([Cl:29])=[CH:22]4)[CH:13]=2)=[CH:4][C:3]=1[C:31]#[N:32].C([O-])([O-])=[O:34].[K+].[K+].OO. Given the product [NH2:1][C:2]1[N:7]=[C:6]([CH3:8])[C:5]([CH2:9][NH:10][C:11](=[O:30])[C:12]2[CH:17]=[CH:16][N:15]=[C:14]([CH2:18][C:19]3[CH:20]=[C:21]4[C:26](=[CH:27][CH:28]=3)[N:25]=[CH:24][C:23]([Cl:29])=[CH:22]4)[CH:13]=2)=[CH:4][C:3]=1[C:31]([NH2:32])=[O:34], predict the reactants needed to synthesize it.